From a dataset of Experimentally validated miRNA-target interactions with 360,000+ pairs, plus equal number of negative samples. Binary Classification. Given a miRNA mature sequence and a target amino acid sequence, predict their likelihood of interaction. (1) The miRNA is mmu-miR-344b-3p with sequence CAUUUAGCCAAAGCCUGACUGU. The protein sequence of the target gene is MGSELETAMETLINVFHAHSGKEGDKYKLSKKELKELLQTELSGFLDAQKDVDAVDKVMKELDENGDGEVDFQEYVVLVAALTVACNNFFWENS. Result: 0 (no interaction). (2) The miRNA is hsa-miR-124-3p with sequence UAAGGCACGCGGUGAAUGCCAA. The protein sequence of the target gene is MTAPEKPVKQEEMAALDVDSGGGGGGGGGHGEYLQQQQQHGNGAVAAAAAAQDTQPSPLALLAATCSKIGPPSPGDDEEEAAAAAGAPAAAGATGDLASAQLGGAPNRWEVLSATPTTIKDEAGNLVQIPSAATSSGQYVLPLQNLQNQQIFSVAPGSDSSNGTVSSVQYQVIPQIQSADGQQVQIGFTGSSDNGGINQESSQIQIIPGSNQTLLASGTPSANIQNLIPQTGQVQVQGVAIGGSSFPGQTQVVANVPLGLPGNITFVPINSVDLDSLGLSGSSQTMTAGINADGHLINTG.... Result: 1 (interaction). (3) The miRNA is mmu-miR-212-5p with sequence ACCUUGGCUCUAGACUGCUUACU. The protein sequence of the target gene is MNRLRVARLTPLELLLSLMSLLLGTRPHGSPGPLQCYSVGPLGILNCSWEPLGDLETPPVLYHQSQKYHPNRVWEVKVPSKQSWVTIPREQFTMADKLLIWGTQKGRPLWSSVSVNLETQMKPDTPQIFSQVDISEEATLEATVQWAPPVWPPQKVLICQFRYKECQAETWTRLEPQLKTDGLTPVEMQNLEPGTCYQVSGRCQVENGYPWGEWSSPLSFQTPFLDPEDVWVSGTVCETSGKRAALLVWKDPRPCVQVTYTVWFGAGDITTTQEEVPCCKSPVPAWMEWAVVSPGNSTSW.... Result: 1 (interaction). (4) Result: 1 (interaction). The protein sequence of the target gene is MNKRDYMNTSVQEPPLDYSFRSIHVIQDLVNEEPRTGLRPLKRSKSGKSLTQSLWLNNNVLNDLRDFNQVASQLLEHPENLAWIDLSFNDLTSIDPVLTTFFNLSVLYLHGNSIQRLGEVNKLAVLPRLRSLTLHGNPMEEEKGYRQYVLCTLSRITTFDFSGVTKADRTTAEVWKRMNIKPKKAWTKQNTL. The miRNA is hsa-miR-6499-3p with sequence AGCAGUGUUUGUUUUGCCCACA. (5) The miRNA is hsa-miR-6839-5p with sequence UCUGGAUUGAAGAGACGACCCA. The protein sequence of the target gene is MNKLYIGNLSENAAPSDLESIFKDAKIPVSGPFLVKTGYAFVDCPDESWALKAIEALSGKIELHGKPIEVEHSVPKRQRIRKLQIRNIPPHLQWEVLDSLLVQYGVVESCEQVNTDSETAVVNVTYSSKDQARQALDKLNGFQLENFTLKVAYIPDEMAAQQNPLQQPRGRRGLGQRGSSRQGSPGSVSKQKPCDLPLRLLVPTQFVGAIIGKEGATIRNITKQTQSKIDVHRKENAGAAEKSITILSTPEGTSAACKSILEIMHKEAQDIKFTEEIPLKILAHNNFVGRLIGKEGRNLK.... Result: 1 (interaction).